Dataset: Peptide-MHC class I binding affinity with 185,985 pairs from IEDB/IMGT. Task: Regression. Given a peptide amino acid sequence and an MHC pseudo amino acid sequence, predict their binding affinity value. This is MHC class I binding data. (1) The peptide sequence is VKINIFPLY. The MHC is HLA-A68:02 with pseudo-sequence HLA-A68:02. The binding affinity (normalized) is 0.0847. (2) The peptide sequence is RPRLHSISF. The MHC is HLA-A31:01 with pseudo-sequence HLA-A31:01. The binding affinity (normalized) is 0.0847. (3) The peptide sequence is STPPLVRL. The MHC is Mamu-A01 with pseudo-sequence Mamu-A01. The binding affinity (normalized) is 0.893. (4) The peptide sequence is TMNVTTHKY. The MHC is HLA-A31:01 with pseudo-sequence HLA-A31:01. The binding affinity (normalized) is 0.368. (5) The peptide sequence is SPMETTAEF. The MHC is HLA-A11:01 with pseudo-sequence HLA-A11:01. The binding affinity (normalized) is 0.0847.